From a dataset of Peptide-MHC class I binding affinity with 185,985 pairs from IEDB/IMGT. Regression. Given a peptide amino acid sequence and an MHC pseudo amino acid sequence, predict their binding affinity value. This is MHC class I binding data. (1) The peptide sequence is GLLATNNVFR. The MHC is HLA-A68:01 with pseudo-sequence HLA-A68:01. The binding affinity (normalized) is 0.383. (2) The peptide sequence is INTLESMMK. The MHC is HLA-A30:01 with pseudo-sequence HLA-A30:01. The binding affinity (normalized) is 0.0847. (3) The peptide sequence is TEAKQLATL. The MHC is HLA-B40:01 with pseudo-sequence HLA-B40:01. The binding affinity (normalized) is 0.720.